From a dataset of Full USPTO retrosynthesis dataset with 1.9M reactions from patents (1976-2016). Predict the reactants needed to synthesize the given product. The reactants are: I[C:2]1[CH:3]=[N:4][N:5]([CH2:7][CH2:8][CH2:9][O:10][CH:11]2[CH2:16][CH2:15][CH2:14][CH2:13][O:12]2)[CH:6]=1.[C:17]([C:21]1[CH:22]=[C:23]([NH2:26])[NH:24][N:25]=1)([CH3:20])([CH3:19])[CH3:18].C([O-])([O-])=O.[K+].[K+].CN[C@@H]1CCCC[C@H]1NC. Given the product [C:17]([C:21]1[CH:22]=[C:23]([NH2:26])[N:24]([C:2]2[CH:3]=[N:4][N:5]([CH2:7][CH2:8][CH2:9][O:10][CH:11]3[CH2:16][CH2:15][CH2:14][CH2:13][O:12]3)[CH:6]=2)[N:25]=1)([CH3:20])([CH3:19])[CH3:18], predict the reactants needed to synthesize it.